Dataset: Catalyst prediction with 721,799 reactions and 888 catalyst types from USPTO. Task: Predict which catalyst facilitates the given reaction. (1) Reactant: [CH:1]1([NH:4][CH:5]2[CH2:10][CH2:9][CH:8]([C:11]([O:13][CH2:14][CH3:15])=[O:12])[CH2:7][CH2:6]2)[CH2:3][CH2:2]1.[O:16]1[CH2:19][C:18](=O)[CH2:17]1.C(O[BH-](OC(=O)C)OC(=O)C)(=O)C.[Na+]. Product: [CH:1]1([N:4]([CH:18]2[CH2:19][O:16][CH2:17]2)[CH:5]2[CH2:10][CH2:9][CH:8]([C:11]([O:13][CH2:14][CH3:15])=[O:12])[CH2:7][CH2:6]2)[CH2:2][CH2:3]1. The catalyst class is: 4. (2) Reactant: C(N(S(F)(F)[F:7])CC)C.[Cl:10][C:11]1[N:16]=[CH:15][N:14]=[C:13]([CH:17](O)[CH3:18])[CH:12]=1. Product: [Cl:10][C:11]1[CH:12]=[C:13]([CH:17]([F:7])[CH3:18])[N:14]=[CH:15][N:16]=1. The catalyst class is: 2. (3) Reactant: C([O:8][C:9](=[O:30])[CH2:10][C:11]1[CH:12]=[CH:13][C:14]([O:21][CH2:22][C:23]2[C:24]([CH3:29])=[N:25][O:26][C:27]=2[CH3:28])=[C:15]([CH:20]=1)[C:16]([O:18][CH3:19])=[O:17])C1C=CC=CC=1. Product: [CH3:29][C:24]1[C:23]([CH2:22][O:21][C:14]2[CH:13]=[CH:12][C:11]([CH2:10][C:9]([OH:30])=[O:8])=[CH:20][C:15]=2[C:16]([O:18][CH3:19])=[O:17])=[C:27]([CH3:28])[O:26][N:25]=1. The catalyst class is: 748. (4) Reactant: [Br:1][C:2]1[CH:3]=[C:4]([Cl:14])[C:5]([C:8](N(OC)C)=[O:9])=[N:6][CH:7]=1.[H-].[H-].[H-].[H-].[Li+].[Al+3]. Product: [Br:1][C:2]1[CH:3]=[C:4]([Cl:14])[C:5]([CH:8]=[O:9])=[N:6][CH:7]=1. The catalyst class is: 1. (5) Reactant: Cl.C[O:3][C:4]([C:6]1[CH:11]=[C:10]([Cl:12])[CH:9]=[CH:8][N:7]=1)=O.[CH3:13][NH2:14]. Product: [CH3:13][NH:14][C:4]([C:6]1[CH:11]=[C:10]([Cl:12])[CH:9]=[CH:8][N:7]=1)=[O:3]. The catalyst class is: 111. (6) Reactant: Br[C:2]1[C:11]([O:12][CH3:13])=[CH:10][C:5]([C:6]([NH:8][CH3:9])=[O:7])=[CH:4][C:3]=1/[CH:14]=[CH:15]/[C:16]1[CH:17]=[N:18][C:19]([NH:22][C:23]2[CH:24]=[N:25][N:26]([CH2:28][CH3:29])[CH:27]=2)=[N:20][CH:21]=1.[CH3:30][N:31](C=O)C. Product: [C:30]([C:2]1[C:11]([O:12][CH3:13])=[CH:10][C:5]([C:6]([NH:8][CH3:9])=[O:7])=[CH:4][C:3]=1[CH2:14][CH2:15][C:16]1[CH:17]=[N:18][C:19]([NH:22][C:23]2[CH:24]=[N:25][N:26]([CH2:28][CH3:29])[CH:27]=2)=[N:20][CH:21]=1)#[N:31]. The catalyst class is: 267. (7) Reactant: Cl[CH2:2][C:3]1[N:4]=[C:5]([CH:18]([CH3:20])[CH3:19])[C:6]([C:9]2[CH:14]=[C:13]([O:15][CH3:16])[CH:12]=[CH:11][C:10]=2[F:17])=[N:7][CH:8]=1.[CH:21]1([C@@H:24]([C:30]2[CH:35]=[CH:34][CH:33]=[C:32]([OH:36])[CH:31]=2)[CH2:25][C:26]([O:28][CH3:29])=[O:27])[CH2:23][CH2:22]1.C([O-])([O-])=O.[Cs+].[Cs+]. Product: [CH:21]1([C@@H:24]([C:30]2[CH:35]=[CH:34][CH:33]=[C:32]([O:36][CH2:2][C:3]3[CH:8]=[N:7][C:6]([C:9]4[CH:14]=[C:13]([O:15][CH3:16])[CH:12]=[CH:11][C:10]=4[F:17])=[C:5]([CH:18]([CH3:20])[CH3:19])[N:4]=3)[CH:31]=2)[CH2:25][C:26]([O:28][CH3:29])=[O:27])[CH2:22][CH2:23]1. The catalyst class is: 23. (8) Reactant: [Cl:1][C:2]1[CH:3]=[CH:4][C:5]2[CH2:6][NH:7][CH2:8][CH:9]([C:13]3[CH:18]=[CH:17][CH:16]=[CH:15][N:14]=3)[O:10][C:11]=2[N:12]=1.[CH2:19]([N:21](CC)CC)[CH3:20].BrCC#N. Product: [Cl:1][C:2]1[CH:3]=[CH:4][C:5]2[CH2:6][N:7]([CH2:20][C:19]#[N:21])[CH2:8][CH:9]([C:13]3[CH:18]=[CH:17][CH:16]=[CH:15][N:14]=3)[O:10][C:11]=2[N:12]=1. The catalyst class is: 56. (9) Product: [CH:17]1([NH:13][C:12]2[CH:14]=[CH:15][C:9]([B:4]3[O:3][C:2]([CH3:16])([CH3:1])[C:6]([CH3:7])([CH3:8])[O:5]3)=[CH:10][CH:11]=2)[CH2:21][CH2:20][CH2:19][CH2:18]1. The catalyst class is: 26. Reactant: [CH3:1][C:2]1([CH3:16])[C:6]([CH3:8])([CH3:7])[O:5][B:4]([C:9]2[CH:15]=[CH:14][C:12]([NH2:13])=[CH:11][CH:10]=2)[O:3]1.[C:17]1(=O)[CH2:21][CH2:20][CH2:19][CH2:18]1.[BH-](OC(C)=O)(OC(C)=O)OC(C)=O.[Na+].CC(O)=O.